This data is from Catalyst prediction with 721,799 reactions and 888 catalyst types from USPTO. The task is: Predict which catalyst facilitates the given reaction. (1) Reactant: [Cl:1][C:2]1[CH:7]=[C:6]([I:8])[CH:5]=[CH:4][C:3]=1[NH:9][C:10]1[CH:18]=[C:17]([S:19](=[O:24])(=[O:23])[N:20]([CH3:22])[CH3:21])[CH:16]=[CH:15][C:11]=1[C:12](O)=[O:13].[O:25]1[CH2:30][CH2:29][CH2:28][CH2:27][CH:26]1[O:31][NH2:32].F[P-](F)(F)(F)(F)F.N1(O[P+](N2CCCC2)(N2CCCC2)N2CCCC2)C2C=CC=CC=2N=N1.C(N(C(C)C)CC)(C)C. Product: [O:25]1[CH2:30][CH2:29][CH2:28][CH2:27][CH:26]1[O:31][NH:32][C:12](=[O:13])[C:11]1[CH:15]=[CH:16][C:17]([S:19](=[O:24])(=[O:23])[N:20]([CH3:22])[CH3:21])=[CH:18][C:10]=1[NH:9][C:3]1[CH:4]=[CH:5][C:6]([I:8])=[CH:7][C:2]=1[Cl:1]. The catalyst class is: 217. (2) Reactant: [H-].[Na+].[F:3][CH:4]([F:18])[C:5]1[CH:6]=[C:7]([NH:11][C:12]2[CH2:16][CH2:15][C:14](=[O:17])[CH:13]=2)[CH:8]=[CH:9][CH:10]=1.CC1CCCO1.[C:25]([C:27]1[CH:32]=[CH:31][C:30]([N:33]([CH2:41]S(C2C=CC=CC=2)(=O)=O)[C:34](=[O:40])[O:35][C:36]([CH3:39])([CH3:38])[CH3:37])=[C:29]([S:51]([CH3:54])(=[O:53])=[O:52])[CH:28]=1)#[N:26]. Product: [C:25]([C:27]1[CH:32]=[CH:31][C:30]([N:33]([CH2:41][C:13]2[C:14](=[O:17])[CH2:15][CH2:16][C:12]=2[NH:11][C:7]2[CH:8]=[CH:9][CH:10]=[C:5]([CH:4]([F:18])[F:3])[CH:6]=2)[C:34](=[O:40])[O:35][C:36]([CH3:39])([CH3:38])[CH3:37])=[C:29]([S:51]([CH3:54])(=[O:52])=[O:53])[CH:28]=1)#[N:26]. The catalyst class is: 6. (3) Reactant: [CH3:1][O:2][C:3](=[O:14])[CH2:4][CH2:5][C:6]1[CH:11]=[CH:10][C:9]([SH:12])=[CH:8][C:7]=1[CH3:13].C(=O)([O-])[O-].[Cs+].[Cs+].Cl[CH2:22][C:23]1[S:27][C:26]([C:28]2[CH:33]=[CH:32][C:31]([C:34]([F:37])([F:36])[F:35])=[CH:30][CH:29]=2)=[N:25][C:24]=1[CH2:38][O:39][C:40]1[CH:45]=[CH:44][CH:43]=[CH:42][CH:41]=1. Product: [CH3:1][O:2][C:3](=[O:14])[CH2:4][CH2:5][C:6]1[CH:11]=[CH:10][C:9]([S:12][CH2:22][C:23]2[S:27][C:26]([C:28]3[CH:29]=[CH:30][C:31]([C:34]([F:35])([F:36])[F:37])=[CH:32][CH:33]=3)=[N:25][C:24]=2[CH2:38][O:39][C:40]2[CH:45]=[CH:44][CH:43]=[CH:42][CH:41]=2)=[CH:8][C:7]=1[CH3:13]. The catalyst class is: 10. (4) Reactant: C[O:2][C:3](=[O:30])[C@@H:4]([NH:14][C:15](=[O:29])[C@@H:16]([NH:18][C:19]([O:21][CH2:22][C:23]1[CH:28]=[CH:27][CH:26]=[CH:25][CH:24]=1)=[O:20])[CH3:17])[CH2:5][C:6]1[CH:11]=[CH:10][C:9]([O:12][CH3:13])=[CH:8][CH:7]=1.[OH-].C[Sn+](C)C. Product: [CH2:22]([O:21][C:19]([NH:18][C@@H:16]([CH3:17])[C:15]([NH:14][C@@H:4]([CH2:5][C:6]1[CH:11]=[CH:10][C:9]([O:12][CH3:13])=[CH:8][CH:7]=1)[C:3]([OH:30])=[O:2])=[O:29])=[O:20])[C:23]1[CH:28]=[CH:27][CH:26]=[CH:25][CH:24]=1. The catalyst class is: 26. (5) Reactant: [Br:1]N1C(=O)CCC1=O.[CH2:9]([O:11][C:12]([C:14]1[N:15]=[CH:16][S:17][C:18]=1[NH2:19])=[O:13])[CH3:10]. Product: [CH2:9]([O:11][C:12]([C:14]1[N:15]=[C:16]([Br:1])[S:17][C:18]=1[NH2:19])=[O:13])[CH3:10]. The catalyst class is: 290. (6) Reactant: C(Cl)(=O)C(Cl)=O.CS(C)=O.[C:11]([O:15][C:16](=[O:26])[NH:17][C@@H:18]1[CH2:23][CH2:22][C@@H:21]([CH2:24][OH:25])[O:20][CH2:19]1)([CH3:14])([CH3:13])[CH3:12].C(=O)(O)[O-].[Na+]. Product: [C:11]([O:15][C:16](=[O:26])[NH:17][C@@H:18]1[CH2:23][CH2:22][C@@H:21]([CH:24]=[O:25])[O:20][CH2:19]1)([CH3:14])([CH3:12])[CH3:13]. The catalyst class is: 347. (7) Reactant: [Cl:1][C:2]1[N:7]=[C:6]([C:8]([NH:10][C:11]2[CH:15]=[CH:14][N:13]([CH3:16])[N:12]=2)=[O:9])[C:5]([S:17][C:18]2[CH:23]=[CH:22][C:21]([OH:24])=[CH:20][CH:19]=2)=[CH:4][CH:3]=1.[CH3:25][O:26][CH2:27]Cl.C(N(C(C)C)CC)(C)C. Product: [Cl:1][C:2]1[N:7]=[C:6]([C:8]([NH:10][C:11]2[CH:15]=[CH:14][N:13]([CH3:16])[N:12]=2)=[O:9])[C:5]([S:17][C:18]2[CH:23]=[CH:22][C:21]([O:24][CH2:25][O:26][CH3:27])=[CH:20][CH:19]=2)=[CH:4][CH:3]=1. The catalyst class is: 22.